Dataset: Reaction yield outcomes from USPTO patents with 853,638 reactions. Task: Predict the reaction yield, written as a fraction of the theoretical maximum amount of product (1.0 means a 100% yield; for example, 0.34 means a 34% yield). (1) The reactants are CC(C)=CC[O:5][C:6]1[CH:16]=[CH:15][C:9]([C:10]([O:12][CH2:13][CH3:14])=[O:11])=[CH:8][CH:7]=1. The catalyst is C1(OC)C=CC=CC=1. The product is [CH3:7][CH:8]([C:16]1[CH:15]=[C:9]([CH:8]=[CH:7][C:6]=1[OH:5])[C:10]([O:12][CH2:13][CH3:14])=[O:11])[C:9]([CH3:15])=[CH2:10]. The yield is 0.270. (2) The reactants are [NH2:1][C:2]1[N:7]=[CH:6][N:5]=[C:4]2[N:8]([CH:25]3[CH2:30][CH2:29][CH2:28][N:27](C(OC(C)(C)C)=O)[CH2:26]3)[N:9]=[C:10]([C:11]3[CH:16]=[CH:15][C:14]([O:17][C:18]4[CH:23]=[CH:22][CH:21]=[CH:20][C:19]=4[F:24])=[CH:13][CH:12]=3)[C:3]=12.FC(F)(F)C(O)=O.FC(F)(F)C(O)=O.FC1C(F)=CC=CC=1OC1C=CC(C2C3C(=NC=NC=3N)N(C[C@H]3CCCN3)N=2)=CC=1. The catalyst is ClCCl. The product is [F:24][C:19]1[CH:20]=[CH:21][CH:22]=[CH:23][C:18]=1[O:17][C:14]1[CH:13]=[CH:12][C:11]([C:10]2[C:3]3[C:4](=[N:5][CH:6]=[N:7][C:2]=3[NH2:1])[N:8]([CH:25]3[CH2:30][CH2:29][CH2:28][NH:27][CH2:26]3)[N:9]=2)=[CH:16][CH:15]=1. The yield is 0.620. (3) The reactants are [CH3:1][N:2]1[CH2:7][CH2:6][N:5]2[N:8]=[C:9]([NH2:11])[N:10]=[C:4]2[CH2:3]1.[C:12]([O:15][CH2:16][C:17]1[C:18]([N:32]2[CH2:44][CH2:43][N:35]3[C:36]4[CH2:37][CH2:38][CH2:39][CH2:40][C:41]=4[CH:42]=[C:34]3[C:33]2=[O:45])=[N:19][CH:20]=[CH:21][C:22]=1[C:23]1[CH:28]=[C:27](Br)[C:26](=[O:30])[N:25]([CH3:31])[CH:24]=1)(=[O:14])[CH3:13].C(=O)([O-])[O-].[Cs+].[Cs+].CC1(C)C2C(=C(P(C3C=CC=CC=3)C3C=CC=CC=3)C=CC=2)OC2C(P(C3C=CC=CC=3)C3C=CC=CC=3)=CC=CC1=2. The catalyst is C1C=CC(/C=C/C(/C=C/C2C=CC=CC=2)=O)=CC=1.C1C=CC(/C=C/C(/C=C/C2C=CC=CC=2)=O)=CC=1.C1C=CC(/C=C/C(/C=C/C2C=CC=CC=2)=O)=CC=1.[Pd].[Pd].CN(C=O)C. The product is [C:12]([O:15][CH2:16][C:17]1[C:18]([N:32]2[CH2:44][CH2:43][N:35]3[C:36]4[CH2:37][CH2:38][CH2:39][CH2:40][C:41]=4[CH:42]=[C:34]3[C:33]2=[O:45])=[N:19][CH:20]=[CH:21][C:22]=1[C:23]1[CH:28]=[C:27]([NH:11][C:9]2[N:10]=[C:4]3[CH2:3][N:2]([CH3:1])[CH2:7][CH2:6][N:5]3[N:8]=2)[C:26](=[O:30])[N:25]([CH3:31])[CH:24]=1)(=[O:14])[CH3:13]. The yield is 0.410. (4) No catalyst specified. The product is [C:13]([C:17]1[CH:21]=[C:20]([C:22]([O:24][CH2:25][CH3:26])=[O:23])[N:19]([C:8]2[CH:7]=[CH:6][C:5]3[N:4]([CH:3]=[CH:2][N:1]=3)[CH:9]=2)[N:18]=1)([CH3:16])([CH3:14])[CH3:15]. The reactants are [N:1]1[CH:2]=[CH:3][N:4]2[CH:9]=[C:8](B(O)O)[CH:7]=[CH:6][C:5]=12.[C:13]([C:17]1[CH:21]=[C:20]([C:22]([O:24][CH2:25][CH3:26])=[O:23])[NH:19][N:18]=1)([CH3:16])([CH3:15])[CH3:14]. The yield is 0.0900. (5) The reactants are [Cl:1][C:2]1[CH:7]=[CH:6][CH:5]=[CH:4][C:3]=1[CH2:8][C:9]([OH:11])=[O:10].[N+:12]([O-])([OH:14])=[O:13]. The catalyst is S(=O)(=O)(O)O. The product is [Cl:1][C:2]1[CH:7]=[CH:6][C:5]([N+:12]([O-:14])=[O:13])=[CH:4][C:3]=1[CH2:8][C:9]([OH:11])=[O:10]. The yield is 0.800. (6) The reactants are [F:1][C:2]1[CH:7]=[C:6]([I:8])[CH:5]=[CH:4][C:3]=1[NH:9][C:10]1[CH:11]=[N+:12]([O-:36])[CH:13]=[CH:14][C:15]=1[C:16]([N:18]1[CH2:21][C:20]([C@@H:23]2[CH2:28][CH2:27][CH2:26][CH2:25][N:24]2C(OC(C)(C)C)=O)([OH:22])[CH2:19]1)=[O:17].Cl.[O:38]1CCO[CH2:40][CH2:39]1. The catalyst is CO. The product is [C:39]([O:22][C:20]1([C@@H:23]2[CH2:28][CH2:27][CH2:26][CH2:25][NH:24]2)[CH2:21][N:18]([C:16]([C:15]2[CH:14]=[CH:13][N+:12]([O-:36])=[CH:11][C:10]=2[NH:9][C:3]2[CH:4]=[CH:5][C:6]([I:8])=[CH:7][C:2]=2[F:1])=[O:17])[CH2:19]1)(=[O:38])[CH3:40]. The yield is 0.660.